Dataset: Kinase inhibitor binding affinity data with 442 proteins and 68 drugs (Kd values). Task: Regression. Given a target protein amino acid sequence and a drug SMILES string, predict the binding affinity score between them. We predict pKd (pKd = -log10(Kd in M); higher means stronger binding). Dataset: davis. (1) The small molecule is CCN(CCO)CCCOc1ccc2c(Nc3cc(CC(=O)Nc4cccc(F)c4)[nH]n3)ncnc2c1. The target protein is PFCDPK1(Pfalciparum). The pKd is 5.0. (2) The compound is Oc1cccc(-c2nc(N3CCOCC3)c3oc4ncccc4c3n2)c1. The target protein (ABL1p) has sequence PFWKILNPLLERGTYYYFMGQQPGKVLGDQRRPSLPALHFIKGAGKKESSRHGGPHCNVFVEHEALQRPVASDFEPQGLSEAARWNSKENLLAGPSENDPNLFVALYDFVASGDNTLSITKGEKLRVLGYNHNGEWCEAQTKNGQGWVPSNYITPVNSLEKHSWYHGPVSRNAAEYLLSSGINGSFLVRESESSPGQRSISLRYEGRVYHYRINTASDGKLYVSSESRFNTLAELVHHHSTVADGLITTLHYPAPKRNKPTVYGVSPNYDKWEMERTDITMKHKLGGGQYGEVYEGVWKKYSLTVAVKTLKEDTMEVEEFLKEAAVMKEIKHPNLVQLLGVCTREPPFYIITEFMTYGNLLDYLRECNRQEVNAVVLLYMATQISSAMEYLEKKNFIHRDLAARNCLVGENHLVKVADFGLSRLMTGDTYTAHAGAKFPIKWTAPESLAYNKFSIKSDVWAFGVLLWEIATYGMSPYPGIDLSQVYELLEKDYRMERPEG.... The pKd is 5.0. (3) The small molecule is CC(Oc1cc(-c2cnn(C3CCNCC3)c2)cnc1N)c1c(Cl)ccc(F)c1Cl. The target protein is PFCDPK1(Pfalciparum). The pKd is 5.0. (4) The small molecule is C#Cc1cccc(Nc2ncnc3cc(OCCOC)c(OCCOC)cc23)c1. The target protein (EPHB6) has sequence MATEGAAQLGNRVAGMVCSLWVLLLVSSVLALEEVLLDTTGETSEIGWLTYPPGGWDEVSVLDDQRRLTRTFEACHVAGAPPGTGQDNWLQTHFVERRGAQRAHIRLHFSVRACSSLGVSGGTCRETFTLYYRQAEEPDSPDSVSSWHLKRWTKVDTIAADESFPSSSSSSSSSSSAAWAVGPHGAGQRAGLQLNVKERSFGPLTQRGFYVAFQDTGACLALVAVRLFSYTCPAVLRSFASFPETQASGAGGASLVAAVGTCVAHAEPEEDGVGGQAGGSPPRLHCNGEGKWMVAVGGCRCQPGYQPARGDKACQACPRGLYKSSAGNAPCSPCPARSHAPNPAAPVCPCLEGFYRASSDPPEAPCTGPPSAPQELWFEVQGSALMLHWRLPRELGGRGDLLFNVVCKECEGRQEPASGGGGTCHRCRDEVHFDPRQRGLTESRVLVGGLRAHVPYILEVQAVNGVSELSPDPPQAAAINVSTSHEVPSAVPVVHQVSRA.... The pKd is 5.8. (5) The drug is CC(Oc1cc(-c2cnn(C3CCNCC3)c2)cnc1N)c1c(Cl)ccc(F)c1Cl. The target protein (MKK7) has sequence MAASSLEQKLSRLEAKLKQENREARRRIDLNLDISPQRPRPTLQLPLANDGGSRSPSSESSPQHPTPPARPRHMLGLPSTLFTPRSMESIEIDQKLQEIMKQTGYLTIGGQRYQAEINDLENLGEMGSGTCGQVWKMRFRKTGHVIAVKQMRRSGNKEENKRILMDLDVVLKSHDCPYIVQCFGTFITNTDVFIAMELMGTCAEKLKKRMQGPIPERILGKMTVAIVKALYYLKEKHGVIHRDVKPSNILLDERGQIKLCDFGISGRLVDSKAKTRSAGCAAYMAPERIDPPDPTKPDYDIRADVWSLGISLVELATGQFPYKNCKTDFEVLTKVLQEEPPLLPGHMGFSGDFQSFVKDCLTKDHRKRPKYNKLLEHSFIKRYETLEVDVASWFKDVMAKTESPRTSGVLSQPHLPFFR. The pKd is 5.0.